This data is from Full USPTO retrosynthesis dataset with 1.9M reactions from patents (1976-2016). The task is: Predict the reactants needed to synthesize the given product. (1) Given the product [CH:25]([C:24]1[C:17]2[C:16]([N:12]3[CH2:11][CH:10]4[CH2:15][CH:13]3[CH2:14][CH:9]4[O:8][CH2:7][CH2:6][N:33]3[CH2:34][CH:29]4[CH2:35][CH:32]3[CH2:31][O:30]4)=[N:21][CH:20]=[N:19][C:18]=2[S:22][CH:23]=1)([CH3:27])[CH3:26], predict the reactants needed to synthesize it. The reactants are: CS(O[CH2:6][CH2:7][O:8][CH:9]1[CH2:14][CH:13]2[CH2:15][CH:10]1[CH2:11][N:12]2[C:16]1[C:17]2[C:24]([CH:25]([CH3:27])[CH3:26])=[CH:23][S:22][C:18]=2[N:19]=[CH:20][N:21]=1)(=O)=O.Cl.[CH:29]12[CH2:35][CH:32]([NH:33][CH2:34]1)[CH2:31][O:30]2.C(=O)([O-])[O-].[K+].[K+].CN(C=O)C. (2) Given the product [F:1][C:2]([F:15])([F:16])[C:3]1[CH:4]=[C:5]([CH:6]=[C:7]([C:9]([F:10])([F:11])[F:12])[CH:8]=1)[CH2:13][O:14][CH2:18][C:19]1[CH:24]=[CH:23][CH:22]=[CH:21][C:20]=1[C:25]1[CH:30]=[CH:29][CH:28]=[CH:27][CH:26]=1, predict the reactants needed to synthesize it. The reactants are: [F:1][C:2]([F:16])([F:15])[C:3]1[CH:4]=[C:5]([CH2:13][OH:14])[CH:6]=[C:7]([C:9]([F:12])([F:11])[F:10])[CH:8]=1.Cl[CH2:18][C:19]1[CH:24]=[CH:23][CH:22]=[CH:21][C:20]=1[C:25]1[CH:30]=[CH:29][CH:28]=[CH:27][CH:26]=1.O.C(Cl)Cl. (3) Given the product [Cl:11][CH2:12][CH2:13][N:8]1[CH2:9][CH2:10][N:5]([S:2]([CH3:1])(=[O:4])=[O:3])[CH2:6][CH2:7]1, predict the reactants needed to synthesize it. The reactants are: [CH3:1][S:2]([N:5]1[CH2:10][CH2:9][NH:8][CH2:7][CH2:6]1)(=[O:4])=[O:3].[Cl:11][CH2:12][CH:13]=O.O.[B].CC1N=CC=CC=1. (4) Given the product [C:24]1([CH3:29])[CH:25]=[CH:26][CH:27]=[CH:28][C:23]=1[C@@H:18]1[CH2:17][CH2:16][C:15]2[C:20](=[CH:21][CH:22]=[C:13]([O:12][C:10]3[S:11][C:7]([C:5]([NH:4][CH2:3][CH2:2][O:1][P:43](=[O:67])([O:42][CH2:35][C:36]4[CH:37]=[CH:38][CH:39]=[CH:40][CH:41]=4)[O:44][CH2:45][C:46]4[CH:47]=[CH:48][CH:49]=[CH:50][CH:51]=4)=[O:6])=[CH:8][N:9]=3)[CH:14]=2)[O:19]1, predict the reactants needed to synthesize it. The reactants are: [OH:1][CH2:2][CH2:3][NH:4][C:5]([C:7]1[S:11][C:10]([O:12][C:13]2[CH:14]=[C:15]3[C:20](=[CH:21][CH:22]=2)[O:19][C@H:18]([C:23]2[CH:28]=[CH:27][CH:26]=[CH:25][C:24]=2[CH3:29])[CH2:17][CH2:16]3)=[N:9][CH:8]=1)=[O:6].N1C=NN=N1.[CH2:35]([O:42][P:43](N(C(C)C)C(C)C)[O:44][CH2:45][C:46]1[CH:51]=[CH:50][CH:49]=[CH:48][CH:47]=1)[C:36]1[CH:41]=[CH:40][CH:39]=[CH:38][CH:37]=1.ClC1C=CC=C(C(OO)=[O:67])C=1.